This data is from Tyrosyl-DNA phosphodiesterase HTS with 341,365 compounds. The task is: Binary Classification. Given a drug SMILES string, predict its activity (active/inactive) in a high-throughput screening assay against a specified biological target. (1) The compound is Clc1c(OC(C(=O)N2CCC3(OCCO3)CC2)CC)cc(Cl)cc1. The result is 0 (inactive). (2) The compound is Clc1c(NC(=O)CCc2[nH]c(c(c2C)C(OCC)=O)C)c(OC)cc(OC)c1. The result is 0 (inactive). (3) The drug is O1CCN(c2n(CC(O)COc3cc4c(cc3)cccc4)c3c(n2)n(c(=O)[nH]c3=O)C)CC1. The result is 0 (inactive). (4) The compound is s1nc(N2CCOCC2)c(OCC(=O)N2CCOCC2)n1. The result is 0 (inactive).